This data is from Full USPTO retrosynthesis dataset with 1.9M reactions from patents (1976-2016). The task is: Predict the reactants needed to synthesize the given product. (1) Given the product [CH2:12]([C:3]1[C:4]2[CH2:8][O:7][C:6](=[O:9])[C:5]=2[CH:10]=[CH:11][C:2]=1[CH:14]=[CH2:15])[CH3:13], predict the reactants needed to synthesize it. The reactants are: Br[C:2]1[CH:11]=[CH:10][C:5]2[C:6](=[O:9])[O:7][CH2:8][C:4]=2[C:3]=1[CH2:12][CH3:13].[CH:14]([B-](F)(F)F)=[CH2:15].[K+]. (2) Given the product [CH2:1]([N:8]1[CH2:17][CH:16]([C:18]2[CH:19]=[CH:20][C:21]([O:24][CH3:25])=[CH:22][CH:23]=2)[C:15]2[C:10](=[CH:11][C:12]([O:26][CH2:27][CH2:28][CH2:29][N:30]3[CH2:31][CH2:32][CH2:33][CH2:34][CH2:35]3)=[CH:13][CH:14]=2)[CH2:9]1)[CH3:2], predict the reactants needed to synthesize it. The reactants are: [CH2:1]([N:8]1[CH2:17][CH:16]([C:18]2[CH:23]=[CH:22][C:21]([O:24][CH3:25])=[CH:20][CH:19]=2)[C:15]2[C:10](=[CH:11][C:12]([O:26][CH2:27][CH2:28][CH2:29][N:30]3[CH2:35][CH2:34][CH2:33][CH2:32][CH2:31]3)=[CH:13][CH:14]=2)[CH2:9]1)[C:2]1C=CC=CC=1.C(O)(C(F)(F)F)=O.